From a dataset of Peptide-MHC class I binding affinity with 185,985 pairs from IEDB/IMGT. Regression. Given a peptide amino acid sequence and an MHC pseudo amino acid sequence, predict their binding affinity value. This is MHC class I binding data. (1) The binding affinity (normalized) is 0.0847. The peptide sequence is KTTFKPNTW. The MHC is HLA-A01:01 with pseudo-sequence HLA-A01:01. (2) The peptide sequence is TQLPSKPHY. The MHC is HLA-A31:01 with pseudo-sequence HLA-A31:01. The binding affinity (normalized) is 0.0847. (3) The peptide sequence is HPKKVKQAF. The MHC is HLA-B39:01 with pseudo-sequence HLA-B39:01. The binding affinity (normalized) is 0.213. (4) The peptide sequence is PLFKRGWRL. The MHC is HLA-A03:01 with pseudo-sequence HLA-A03:01. The binding affinity (normalized) is 0.0847. (5) The peptide sequence is AGLQFPVGR. The MHC is HLA-B27:05 with pseudo-sequence HLA-B27:05. The binding affinity (normalized) is 0.267. (6) The peptide sequence is FLGKIWPSYK. The MHC is HLA-A32:01 with pseudo-sequence HLA-A32:01. The binding affinity (normalized) is 0.0504. (7) The peptide sequence is IEFIEVVRL. The MHC is HLA-B15:17 with pseudo-sequence HLA-B15:17. The binding affinity (normalized) is 0.0847.